Dataset: Reaction yield outcomes from USPTO patents with 853,638 reactions. Task: Predict the reaction yield, written as a fraction of the theoretical maximum amount of product (1.0 means a 100% yield; for example, 0.34 means a 34% yield). The reactants are [Br:1][C:2]1[CH:7]=[CH:6][C:5]([N:8]2[C:13]3[N:14]([CH3:31])[C:15](=[O:30])[C:16]([CH3:29])=[C:17](OS(C4C=CC(C)=CC=4)(=O)=O)[C:12]=3[C:11](=[O:32])[N:10]([CH:33]3[CH2:35][CH2:34]3)[C:9]2=[O:36])=[CH:4][CH:3]=1.[NH2:37][C:38]1[CH:43]=[CH:42][CH:41]=[CH:40][CH:39]=1. The catalyst is C(OCC)C.CCCCCC. The product is [Br:1][C:2]1[CH:7]=[CH:6][C:5]([N:8]2[C:13]3[N:14]([CH3:31])[C:15](=[O:30])[C:16]([CH3:29])=[C:17]([NH:37][C:38]4[CH:43]=[CH:42][CH:41]=[CH:40][CH:39]=4)[C:12]=3[C:11](=[O:32])[N:10]([CH:33]3[CH2:35][CH2:34]3)[C:9]2=[O:36])=[CH:4][CH:3]=1. The yield is 0.930.